This data is from Catalyst prediction with 721,799 reactions and 888 catalyst types from USPTO. The task is: Predict which catalyst facilitates the given reaction. (1) Reactant: [CH:1]1([C:6]2[C:15]([C:16]([C:18]3[CH:23]=[CH:22][C:21]([C:24]([F:27])([F:26])[F:25])=[CH:20][CH:19]=3)=[O:17])=[C:14]([C:28]3[CH:33]=[CH:32][C:31]([F:34])=[C:30]([F:35])[CH:29]=3)[C:13]3[CH:12]([OH:36])[CH2:11][C:10]([CH3:38])([CH3:37])[CH2:9][C:8]=3[N:7]=2)[CH2:5][CH2:4][CH2:3][CH2:2]1.N1C(C)=CC=CC=1C.FC(F)(F)S(O[Si:53]([C:56]([CH3:59])([CH3:58])[CH3:57])([CH3:55])[CH3:54])(=O)=O. Product: [Si:53]([O:36][CH:12]1[CH2:11][C:10]([CH3:38])([CH3:37])[CH2:9][C:8]2[N:7]=[C:6]([CH:1]3[CH2:5][CH2:4][CH2:3][CH2:2]3)[C:15]([C:16]([C:18]3[CH:23]=[CH:22][C:21]([C:24]([F:26])([F:27])[F:25])=[CH:20][CH:19]=3)=[O:17])=[C:14]([C:28]3[CH:33]=[CH:32][C:31]([F:34])=[C:30]([F:35])[CH:29]=3)[C:13]1=2)([C:56]([CH3:59])([CH3:58])[CH3:57])([CH3:55])[CH3:54]. The catalyst class is: 11. (2) Reactant: C([O:8][CH2:9][C:10]1([CH2:21][N:22]2[C:26]3[CH:27]=[C:28]([C:31]#[N:32])[CH:29]=[CH:30][C:25]=3[N:24]=[CH:23]2)[CH2:20][CH2:19][CH2:18][C:12]2([O:16][C:15](=[O:17])[NH:14][CH2:13]2)[CH2:11]1)C1C=CC=CC=1.Br.[OH-].[Na+]. Product: [OH:8][CH2:9][C@:10]1([CH2:21][N:22]2[C:26]3[CH:27]=[C:28]([C:31]#[N:32])[CH:29]=[CH:30][C:25]=3[N:24]=[CH:23]2)[CH2:20][CH2:19][CH2:18][C@:12]2([O:16][C:15](=[O:17])[NH:14][CH2:13]2)[CH2:11]1. The catalyst class is: 12. (3) Reactant: F[C:2]1[CH:7]=[CH:6][C:5]([N+:8]([O-:10])=[O:9])=[CH:4][CH:3]=1.[CH3:11][O:12][CH2:13][CH2:14][NH2:15].CCN(CC)CC. Product: [CH3:11][O:12][CH2:13][CH2:14][NH:15][C:2]1[CH:7]=[CH:6][C:5]([N+:8]([O-:10])=[O:9])=[CH:4][CH:3]=1. The catalyst class is: 23. (4) Reactant: [F:1][C:2]1[CH:3]=[C:4]([CH:22]=[CH:23][C:24]=1[F:25])[CH2:5][N:6]1[C:10]2=[N:11][C:12]([CH3:21])=[C:13]([C:16](OCC)=[O:17])[C:14]([I:15])=[C:9]2[CH:8]=[CH:7]1.CC(C[AlH]CC(C)C)C.O.[OH-].[Na+].O. Product: [F:1][C:2]1[CH:3]=[C:4]([CH:22]=[CH:23][C:24]=1[F:25])[CH2:5][N:6]1[C:10]2=[N:11][C:12]([CH3:21])=[C:13]([CH2:16][OH:17])[C:14]([I:15])=[C:9]2[CH:8]=[CH:7]1. The catalyst class is: 2. (5) Reactant: [CH2:1]([O:3][C:4](=[O:27])[CH:5]([C:15]([C:17]1[C:26]2[C:21](=[CH:22][CH:23]=[CH:24][CH:25]=2)[CH:20]=[CH:19][CH:18]=1)=O)[CH2:6][C:7](=O)[C:8]1[CH:13]=[CH:12][CH:11]=[CH:10][CH:9]=1)[CH3:2].[CH3:28][Si:29]([CH3:38])([CH3:37])[CH2:30][CH2:31][O:32][C:33]([NH:35][NH2:36])=[O:34].O. Product: [CH2:1]([O:3][C:4]([C:5]1[CH:6]=[C:7]([C:8]2[CH:13]=[CH:12][CH:11]=[CH:10][CH:9]=2)[N:36]([NH:35][C:33]([O:32][CH2:31][CH2:30][Si:29]([CH3:38])([CH3:37])[CH3:28])=[O:34])[C:15]=1[C:17]1[C:26]2[C:21](=[CH:22][CH:23]=[CH:24][CH:25]=2)[CH:20]=[CH:19][CH:18]=1)=[O:27])[CH3:2]. The catalyst class is: 626.